From a dataset of NCI-60 drug combinations with 297,098 pairs across 59 cell lines. Regression. Given two drug SMILES strings and cell line genomic features, predict the synergy score measuring deviation from expected non-interaction effect. (1) Drug 1: CC1=C2C(C(=O)C3(C(CC4C(C3C(C(C2(C)C)(CC1OC(=O)C(C(C5=CC=CC=C5)NC(=O)C6=CC=CC=C6)O)O)OC(=O)C7=CC=CC=C7)(CO4)OC(=O)C)O)C)OC(=O)C. Drug 2: CCCCC(=O)OCC(=O)C1(CC(C2=C(C1)C(=C3C(=C2O)C(=O)C4=C(C3=O)C=CC=C4OC)O)OC5CC(C(C(O5)C)O)NC(=O)C(F)(F)F)O. Cell line: MDA-MB-435. Synergy scores: CSS=30.1, Synergy_ZIP=1.54, Synergy_Bliss=7.63, Synergy_Loewe=5.40, Synergy_HSA=4.75. (2) Drug 1: CCC1(CC2CC(C3=C(CCN(C2)C1)C4=CC=CC=C4N3)(C5=C(C=C6C(=C5)C78CCN9C7C(C=CC9)(C(C(C8N6C=O)(C(=O)OC)O)OC(=O)C)CC)OC)C(=O)OC)O.OS(=O)(=O)O. Drug 2: CC1=C(C=C(C=C1)C(=O)NC2=CC(=CC(=C2)C(F)(F)F)N3C=C(N=C3)C)NC4=NC=CC(=N4)C5=CN=CC=C5. Cell line: M14. Synergy scores: CSS=2.89, Synergy_ZIP=0.601, Synergy_Bliss=2.17, Synergy_Loewe=1.34, Synergy_HSA=0.696.